Task: Predict the product of the given reaction.. Dataset: Forward reaction prediction with 1.9M reactions from USPTO patents (1976-2016) (1) Given the reactants [CH:1]1([N:4]([CH2:34][CH2:35]O)[C:5]([C:7]2[C:12]([O:13][CH2:14][C:15]3[CH:20]=[CH:19][CH:18]=[CH:17][CH:16]=3)=[C:11]([OH:21])[N:10]=[C:9]([CH2:22][C:23]3([C:28]4[CH:33]=[CH:32][CH:31]=[CH:30][N:29]=4)[CH2:27][CH2:26][CH2:25][CH2:24]3)[N:8]=2)=[O:6])[CH2:3][CH2:2]1.N(C(OC(C)C)=O)=NC(OC(C)C)=O.C(OCC)(=O)C.O, predict the reaction product. The product is: [CH2:14]([O:13][C:12]1[C:11](=[O:21])[N:10]=[C:9]([CH2:22][C:23]2([C:28]3[CH:33]=[CH:32][CH:31]=[CH:30][N:29]=3)[CH2:27][CH2:26][CH2:25][CH2:24]2)[N:8]2[CH2:35][CH2:34][N:4]([CH:1]3[CH2:3][CH2:2]3)[C:5](=[O:6])[C:7]=12)[C:15]1[CH:16]=[CH:17][CH:18]=[CH:19][CH:20]=1. (2) Given the reactants CO[C:3]([C:5]1[CH:14]=[CH:13][C:12]2[CH2:11][CH2:10][CH:9]([NH2:15])[CH2:8][C:7]=2[CH:6]=1)=[O:4].[N:16]1[CH:21]=[CH:20][CH:19]=[C:18](/[CH:22]=[CH:23]/[C:24]([OH:26])=O)[CH:17]=1.CCN=C=NCCCN(C)C.C1C=CC2[N:46]([OH:47])N=NC=2C=1.ON.[OH-].[K+], predict the reaction product. The product is: [OH:47][NH:46][C:3]([C:5]1[CH:14]=[CH:13][C:12]2[CH2:11][CH2:10][CH:9]([NH:15][C:24](=[O:26])/[CH:23]=[CH:22]/[C:18]3[CH:17]=[N:16][CH:21]=[CH:20][CH:19]=3)[CH2:8][C:7]=2[CH:6]=1)=[O:4]. (3) Given the reactants C(O[C:4](=[O:23])[CH:5]=[C:6](/[N:8]=[C:9]1/[N:10]([C:14]2[CH:19]=[CH:18][C:17]([O:20][CH3:21])=[CH:16][C:15]=2[CH3:22])[CH2:11][CH2:12][CH2:13]/1)[CH3:7])C.CC([O-])(C)C.[K+].C1COCC1, predict the reaction product. The product is: [CH3:7][C:6]1[NH:8][C:9]2[N:10]([C:14]3[CH:19]=[CH:18][C:17]([O:20][CH3:21])=[CH:16][C:15]=3[CH3:22])[CH2:11][CH2:12][C:13]=2[C:4](=[O:23])[CH:5]=1. (4) The product is: [CH3:7][C:5]1[S:4][C:3]([C:8]2[CH:9]=[CH:10][N:30]=[C:28]([NH:27][C:23]3[CH:24]=[CH:25][CH:26]=[C:21]([N:15]4[CH2:20][CH2:19][O:18][CH2:17][CH2:16]4)[CH:22]=3)[N:29]=2)=[C:2]([CH3:1])[N:6]=1. Given the reactants [CH3:1][C:2]1[N:6]=[C:5]([CH3:7])[S:4][C:3]=1/[CH:8]=[CH:9]/[C:10](N(C)C)=O.[N:15]1([C:21]2[CH:22]=[C:23]([NH:27][C:28]([NH2:30])=[NH:29])[CH:24]=[CH:25][CH:26]=2)[CH2:20][CH2:19][O:18][CH2:17][CH2:16]1, predict the reaction product. (5) Given the reactants [Cl:1][C:2]1[C:3]2[N:4]([C:8]([CH:11]3[CH2:19][CH2:18][CH2:17][C:16]4[N:15]([CH3:20])[N:14]=[CH:13][C:12]3=4)=[N:9][CH:10]=2)[CH:5]=[CH:6][N:7]=1.C1C(=O)N([Br:28])C(=O)C1, predict the reaction product. The product is: [Br:28][C:10]1[N:9]=[C:8]([CH:11]2[CH2:19][CH2:18][CH2:17][C:16]3[N:15]([CH3:20])[N:14]=[CH:13][C:12]2=3)[N:4]2[CH:5]=[CH:6][N:7]=[C:2]([Cl:1])[C:3]=12.